Task: Predict the product of the given reaction.. Dataset: Forward reaction prediction with 1.9M reactions from USPTO patents (1976-2016) (1) The product is: [Br:24][C:14]1[C:9]([CH2:8][CH2:15][C:16]([O:18][CH2:19][CH3:20])=[O:17])=[CH:10][CH:11]=[CH:12][CH:13]=1. Given the reactants [O-]CC.[Na+].C(O)C.[CH2:8]([CH:15](C(C)=O)[C:16]([O:18][CH2:19][CH3:20])=[O:17])[C:9]1[CH:14]=[CH:13][CH:12]=[CH:11][CH:10]=1.[Br:24]N1C(=O)CCC1=O, predict the reaction product. (2) Given the reactants [C:1]([C:5]1[NH:6][C:7]2[C:12]([CH:13]=1)=[CH:11][C:10]([NH2:14])=[CH:9][CH:8]=2)([CH3:4])([CH3:3])[CH3:2].[CH3:15][O:16][C:17]1[CH:22]=[CH:21][C:20]([C:23]2([C:26](O)=[O:27])[CH2:25][CH2:24]2)=[CH:19][CH:18]=1.C(N(CC)CC)C.CN(C(ON1N=NC2C=CC=NC1=2)=[N+](C)C)C.F[P-](F)(F)(F)(F)F, predict the reaction product. The product is: [C:1]([C:5]1[NH:6][C:7]2[C:12]([CH:13]=1)=[CH:11][C:10]([NH:14][C:26]([C:23]1([C:20]3[CH:19]=[CH:18][C:17]([O:16][CH3:15])=[CH:22][CH:21]=3)[CH2:25][CH2:24]1)=[O:27])=[CH:9][CH:8]=2)([CH3:4])([CH3:2])[CH3:3]. (3) Given the reactants I[C:2]1[CH:7]=[CH:6][CH:5]=[CH:4][N:3]=1.[CH2:8]([N:12]1[CH:17]=[CH:16][CH:15]=[CH:14][C:13]1=[O:18])[CH2:9][C:10]#[CH:11], predict the reaction product. The product is: [N:3]1[CH:4]=[CH:5][CH:6]=[CH:7][C:2]=1[C:11]#[C:10][CH2:9][CH2:8][N:12]1[CH:17]=[CH:16][CH:15]=[CH:14][C:13]1=[O:18]. (4) The product is: [CH3:15][C:14]1[C:8]2[C:9](=[CH:10][N:11]=[C:6]([CH2:5][OH:4])[CH:7]=2)[O:12][CH:13]=1. Given the reactants C([O:4][CH2:5][C:6]1[CH:7]=[C:8]2[CH:14]([CH3:15])[CH2:13][O:12][C:9]2=[CH:10][N:11]=1)(=O)C.[OH-].[Na+], predict the reaction product. (5) Given the reactants [NH:1]1[CH:5]=[CH:4][CH:3]=[N:2]1.[CH3:6][N:7]([CH3:10])[C:8]#[N:9].[ClH:11], predict the reaction product. The product is: [ClH:11].[CH3:6][N:7]([CH3:10])[C:8]([N:1]1[CH:5]=[CH:4][CH:3]=[N:2]1)=[NH:9]. (6) The product is: [CH3:32][O:31][CH2:30][CH2:29][N:18]1[CH2:19][C@@H:20]([C:23]2[CH:28]=[CH:27][CH:26]=[CH:25][CH:24]=2)[CH2:21][CH2:22][C@H:16]([CH2:12][C:13]([OH:15])=[O:14])[C:17]1=[O:33]. Given the reactants FC(F)(F)C(O)=O.C([CH:12]([C@H:16]1[CH2:22][CH2:21][C@H:20]([C:23]2[CH:28]=[CH:27][CH:26]=[CH:25][CH:24]=2)[CH2:19][N:18]([CH2:29][CH2:30][O:31][CH3:32])[C:17]1=[O:33])[C:13]([O-:15])=[O:14])(C)(C)C, predict the reaction product.